This data is from Catalyst prediction with 721,799 reactions and 888 catalyst types from USPTO. The task is: Predict which catalyst facilitates the given reaction. (1) Reactant: [Br:1][C:2]1[CH:7]=[CH:6][C:5]([CH2:8][OH:9])=[C:4]([F:10])[CH:3]=1.[H-].[Na+].Br[CH2:14][CH2:15][O:16][CH3:17]. Product: [Br:1][C:2]1[CH:7]=[CH:6][C:5]([CH2:8][O:9][CH2:14][CH2:15][O:16][CH3:17])=[C:4]([F:10])[CH:3]=1. The catalyst class is: 1. (2) Reactant: [Br:1]Br.[I:3][C:4]1[CH:9]=[CH:8][C:7]([C:10](=[O:12])[CH3:11])=[CH:6][CH:5]=1. Product: [Br:1][CH2:11][C:10]([C:7]1[CH:8]=[CH:9][C:4]([I:3])=[CH:5][CH:6]=1)=[O:12]. The catalyst class is: 15. (3) Reactant: [CH:1]([C:5]1[CH:6]=[CH:7][C:8]2[CH2:9][C:10]3[C:23]([C:24](=O)[C:25]=2[CH:26]=1)=[CH:22][C:21]1[CH2:20][C:19]2[C:14](=[CH:15][C:16]([CH:28]([CH2:30][CH3:31])[CH3:29])=[CH:17][CH:18]=2)[C:13](=O)[C:12]=1[CH:11]=3)([CH2:3][CH3:4])[CH3:2]. Product: [CH:1]([C:5]1[CH:6]=[CH:7][C:8]2[C:25](=[CH:24][C:23]3[C:10]([CH:9]=2)=[CH:11][C:12]2[C:21](=[CH:20][C:19]4[C:14]([CH:13]=2)=[CH:15][C:16]([CH:28]([CH2:30][CH3:31])[CH3:29])=[CH:17][CH:18]=4)[CH:22]=3)[CH:26]=1)([CH2:3][CH3:4])[CH3:2]. The catalyst class is: 270. (4) Reactant: C([O:3][C:4]([C:6]1[C:7]([S:17][CH3:18])=[N:8][C:9]2[C:14]([C:15]=1[OH:16])=[CH:13][CH:12]=[CH:11][CH:10]=2)=[O:5])C.Cl. Product: [CH3:18][S:17][C:7]1[NH:8][C:9]2[C:14]([C:15](=[O:16])[C:6]=1[C:4]([OH:5])=[O:3])=[CH:13][CH:12]=[CH:11][CH:10]=2. The catalyst class is: 74. (5) The catalyst class is: 9. Product: [O:3]([C:10]1[CH:11]=[CH:12][C:13]([C:16]2[C:24]3[C:23]([NH2:25])=[N:22][CH:21]=[N:20][C:19]=3[N:18]([CH:39]3[CH2:48][CH2:47][C:42]4([O:46][CH2:45][CH2:44][O:43]4)[CH2:41][CH2:40]3)[CH:17]=2)=[CH:14][CH:15]=1)[C:4]1[CH:9]=[CH:8][CH:7]=[CH:6][CH:5]=1. Reactant: [H-].[Na+].[O:3]([C:10]1[CH:15]=[CH:14][C:13]([C:16]2[C:24]3[C:23]([NH2:25])=[N:22][CH:21]=[N:20][C:19]=3[NH:18][CH:17]=2)=[CH:12][CH:11]=1)[C:4]1[CH:9]=[CH:8][CH:7]=[CH:6][CH:5]=1.[H][H].S(O[CH:39]1[CH2:48][CH2:47][C:42]2([O:46][CH2:45][CH2:44][O:43]2)[CH2:41][CH2:40]1)(C1C=CC(C)=CC=1)(=O)=O.O1C2(CCC(=O)CC2)OCC1. (6) Reactant: [CH2:1]([O:3][C:4]([C:6]1[NH:10][C:9]2[CH:11]=[CH:12][S:13][C:8]=2[CH:7]=1)=[O:5])[CH3:2].[N+:14]([C:17]1[CH:22]=[CH:21][C:20](O)=[C:19](I)[CH:18]=1)([O-:16])=[O:15].C([O-])(=O)C.[Na+].Cl. Product: [CH2:1]([O:3][C:4]([C:6]1[NH:10][C:9]2[CH:11]=[C:12]([C:20]3[CH:21]=[CH:22][C:17]([N+:14]([O-:16])=[O:15])=[CH:18][CH:19]=3)[S:13][C:8]=2[CH:7]=1)=[O:5])[CH3:2]. The catalyst class is: 566. (7) Reactant: [Br:1]Br.[CH:3]([S:6]([N:9]1[C:13]2[CH:14]=[C:15]([C:18]3[N:22]([CH:23]4[CH2:25][CH2:24]4)[CH:21]=[N:20][C:19]=3[C:26]3[CH:31]=[CH:30][CH:29]=[CH:28][C:27]=3[F:32])[CH:16]=[CH:17][C:12]=2[N:11]=[C:10]1[NH2:33])(=[O:8])=[O:7])([CH3:5])[CH3:4]. Product: [CH:3]([S:6]([N:9]1[C:13]2[CH:14]=[C:15]([C:18]3[N:22]([CH:23]4[CH2:24][CH2:25]4)[C:21]([Br:1])=[N:20][C:19]=3[C:26]3[CH:31]=[CH:30][CH:29]=[CH:28][C:27]=3[F:32])[CH:16]=[CH:17][C:12]=2[N:11]=[C:10]1[NH2:33])(=[O:8])=[O:7])([CH3:5])[CH3:4]. The catalyst class is: 22.